This data is from Aqueous solubility values for 9,982 compounds from the AqSolDB database. The task is: Regression/Classification. Given a drug SMILES string, predict its absorption, distribution, metabolism, or excretion properties. Task type varies by dataset: regression for continuous measurements (e.g., permeability, clearance, half-life) or binary classification for categorical outcomes (e.g., BBB penetration, CYP inhibition). For this dataset (solubility_aqsoldb), we predict Y. (1) The drug is Nc1nc(=O)c(O[C@@H]2O[C@H](CO)[C@@H](O)[C@H](O)[C@H]2O)c(N)[nH]1. The Y is -1.48 log mol/L. (2) The molecule is Cc1cc(C)cc(OP(=O)(Oc2cc(C)cc(C)c2)Oc2cc(C)cc(C)c2)c1. The Y is -7.31 log mol/L. (3) The molecule is O=C(O)[C@@H](O)c1ccccc1. The Y is 0.159 log mol/L.